This data is from Full USPTO retrosynthesis dataset with 1.9M reactions from patents (1976-2016). The task is: Predict the reactants needed to synthesize the given product. (1) Given the product [N:17]1[CH:18]=[CH:19][CH:20]=[CH:21][C:16]=1[C:13]1[CH:12]=[C:11]([CH2:10]/[N:9]=[CH:1]/[C:2]2[CH:7]=[CH:6][CH:5]=[CH:4][CH:3]=2)[O:15][N:14]=1, predict the reactants needed to synthesize it. The reactants are: [CH:1](=O)[C:2]1[CH:7]=[CH:6][CH:5]=[CH:4][CH:3]=1.[NH2:9][CH2:10][C:11]1[O:15][N:14]=[C:13]([C:16]2[CH:21]=[CH:20][CH:19]=[CH:18][N:17]=2)[CH:12]=1. (2) Given the product [Cl:1][C:2]1[N:10]=[CH:9][N:8]=[C:7]2[C:3]=1[N:4]=[C:5]([CH3:18])[N:6]2[CH:11]1[CH2:16][CH2:15][CH2:14][CH2:13][O:12]1, predict the reactants needed to synthesize it. The reactants are: [Cl:1][C:2]1[N:10]=[CH:9][N:8]=[C:7]2[C:3]=1[N:4]=[CH:5][N:6]2[CH:11]1[CH2:16][CH2:15][CH2:14][CH2:13][O:12]1.[Li+].[CH3:18]C([N-]C(C)C)C.IC. (3) Given the product [OH:14][NH:13][CH2:12][CH2:11][O:10][CH2:9][P:4](=[O:3])([OH:8])[OH:5], predict the reactants needed to synthesize it. The reactants are: C([O:3][P:4]([CH2:9][O:10][CH2:11][CH2:12][NH:13][OH:14])(=[O:8])[O:5]CC)C.N1C(C)=CC(C)=CC=1C. (4) Given the product [O:10]1[CH:11]=[CH:12][CH:13]=[C:9]1[C:5]1[O:6][C:7]([CH3:8])=[C:3]([CH2:2][O:14][C:15]2[CH:16]=[CH:17][C:18]([C:19]([C:21]3[CH:37]=[CH:36][C:35]([O:38][CH3:39])=[CH:34][C:22]=3[O:23][C:24]([CH3:33])([CH3:32])[C:25]([OH:27])=[O:26])=[O:20])=[CH:40][CH:41]=2)[N:4]=1, predict the reactants needed to synthesize it. The reactants are: Cl[CH2:2][C:3]1[N:4]=[C:5]([C:9]2[O:10][CH:11]=[CH:12][CH:13]=2)[O:6][C:7]=1[CH3:8].[OH:14][C:15]1[CH:41]=[CH:40][C:18]([C:19]([C:21]2[CH:37]=[CH:36][C:35]([O:38][CH3:39])=[CH:34][C:22]=2[O:23][C:24]([CH3:33])([CH3:32])[C:25]([O:27]C(C)(C)C)=[O:26])=[O:20])=[CH:17][CH:16]=1.C(=O)([O-])[O-].[K+].[K+].CN(C)C=O. (5) The reactants are: [CH3:1][NH2:2].[F:3][C:4]([F:10])([F:9])[S:5](F)(=[O:7])=[O:6]. Given the product [CH3:1][NH:2][S:5]([C:4]([F:10])([F:9])[F:3])(=[O:7])=[O:6], predict the reactants needed to synthesize it. (6) The reactants are: [H-].[H-].[H-].[H-].[Li+].[Al+3].[S:7]([C:11]1[CH:19]=[CH:18][C:14]([C:15](O)=[O:16])=[CH:13][CH:12]=1)(=[O:10])(=[O:9])[NH2:8]. Given the product [OH:16][CH2:15][C:14]1[CH:13]=[CH:12][C:11]([S:7]([NH2:8])(=[O:9])=[O:10])=[CH:19][CH:18]=1, predict the reactants needed to synthesize it. (7) The reactants are: [NH:1]1[C:5](/[CH:6]=[CH:7]/[CH2:8][CH2:9][CH2:10][CH2:11][N:12]2[C:17]3=[N:18][C:19]([C:29]4[CH:34]=[CH:33][C:32]([CH3:35])=[CH:31][CH:30]=4)=[C:20]([C:22]4[CH:27]=[CH:26][C:25]([CH3:28])=[CH:24][CH:23]=4)[N:21]=[C:16]3[CH2:15][CH:14]([OH:36])[CH2:13]2)=[N:4][N:3]=[N:2]1.[H][H]. Given the product [NH:4]1[C:5]([CH2:6][CH2:7][CH2:8][CH2:9][CH2:10][CH2:11][N:12]2[C:17]3=[N:18][C:19]([C:29]4[CH:34]=[CH:33][C:32]([CH3:35])=[CH:31][CH:30]=4)=[C:20]([C:22]4[CH:27]=[CH:26][C:25]([CH3:28])=[CH:24][CH:23]=4)[N:21]=[C:16]3[CH2:15][CH:14]([OH:36])[CH2:13]2)=[N:1][N:2]=[N:3]1, predict the reactants needed to synthesize it.